This data is from TCR-epitope binding with 47,182 pairs between 192 epitopes and 23,139 TCRs. The task is: Binary Classification. Given a T-cell receptor sequence (or CDR3 region) and an epitope sequence, predict whether binding occurs between them. (1) The epitope is VLAWLYAAV. The TCR CDR3 sequence is CASSLAGPETQYF. Result: 1 (the TCR binds to the epitope). (2) The epitope is GTSGSPIINR. The TCR CDR3 sequence is CASSFSGGNNEQFF. Result: 0 (the TCR does not bind to the epitope).